Dataset: Full USPTO retrosynthesis dataset with 1.9M reactions from patents (1976-2016). Task: Predict the reactants needed to synthesize the given product. (1) The reactants are: [CH3:1][N:2]([CH2:27][C:28]([OH:30])=O)[C:3]1[CH:8]=[CH:7][C:6]([NH:9][C:10]([C:12]2[N:13]=[C:14]([C:21]3[CH:26]=[CH:25][CH:24]=[CH:23][CH:22]=3)[O:15][C:16]=2[C:17]([F:20])([F:19])[F:18])=[O:11])=[CH:5][N:4]=1.[CH3:31][NH2:32]. Given the product [CH3:1][N:2]([CH2:27][C:28](=[O:30])[NH:32][CH3:31])[C:3]1[N:4]=[CH:5][C:6]([NH:9][C:10]([C:12]2[N:13]=[C:14]([C:21]3[CH:22]=[CH:23][CH:24]=[CH:25][CH:26]=3)[O:15][C:16]=2[C:17]([F:18])([F:20])[F:19])=[O:11])=[CH:7][CH:8]=1, predict the reactants needed to synthesize it. (2) Given the product [F:1][N:2]([F:26])[C:34]1([N:66]([F:68])[F:67])[CH2:35][N:36]([S:38]([C:41]2[CH:46]=[CH:45][CH:44]=[CH:43][C:42]=2[N+:47]([O-:49])=[O:48])(=[O:40])=[O:39])[CH2:37][C:30]([N+:63]([O-:65])=[O:64])([N+:27]([O-:29])=[O:28])[CH2:31][N:32]([S:51]([C:54]2[CH:59]=[CH:58][CH:57]=[CH:56][C:55]=2[N+:60]([O-:62])=[O:61])(=[O:53])=[O:52])[CH2:33]1, predict the reactants needed to synthesize it. The reactants are: [F:1][N:2]([F:26])C1(N(F)F)CN([N+]([O-])=O)CC([N+]([O-])=O)([N+]([O-])=O)CN([N+]([O-])=O)C1.[N+:27]([C:30]1([N+:63]([O-:65])=[O:64])[CH2:37][N:36]([S:38]([C:41]2[CH:46]=[CH:45][CH:44]=[CH:43][C:42]=2[N+:47]([O-:49])=[O:48])(=[O:40])=[O:39])[CH2:35][C:34](=O)[CH2:33][N:32]([S:51]([C:54]2[CH:59]=[CH:58][CH:57]=[CH:56][C:55]=2[N+:60]([O-:62])=[O:61])(=[O:53])=[O:52])[CH2:31]1)([O-:29])=[O:28].[NH:66]([F:68])[F:67]. (3) Given the product [F:23][C:7]1[CH:6]=[CH:5][C:4]([C:8]2[C:17]3[C:12](=[CH:13][CH:14]=[C:15]([O:18][CH3:19])[CH:16]=3)[C:11](=[O:20])[N:10]([CH3:21])[C:9]=2[CH3:22])=[CH:3][CH:2]=1, predict the reactants needed to synthesize it. The reactants are: F[C:2]1[CH:3]=[C:4]([C:8]2[C:17]3[C:12](=[CH:13][CH:14]=[C:15]([O:18][CH3:19])[CH:16]=3)[C:11](=[O:20])[N:10]([CH3:21])[C:9]=2[CH3:22])[CH:5]=[CH:6][CH:7]=1.[F:23]C1C=CC(C=O)=CC=1.